The task is: Predict the reactants needed to synthesize the given product.. This data is from Full USPTO retrosynthesis dataset with 1.9M reactions from patents (1976-2016). Given the product [CH3:18][O:17][C:15](=[O:16])[CH:14]([C:29]1([OH:31])[CH2:30][N:27]([CH:26]([C:32]2[CH:37]=[CH:36][C:35]([Cl:38])=[CH:34][CH:33]=2)[C:23]2[CH:24]=[CH:25][C:20]([Cl:19])=[CH:21][CH:22]=2)[CH2:28]1)[C:9]1[CH:8]=[C:7]([F:6])[CH:12]=[C:11]([F:13])[CH:10]=1, predict the reactants needed to synthesize it. The reactants are: C([Li])CCC.[F:6][C:7]1[CH:8]=[C:9]([CH2:14][C:15]([O:17][CH3:18])=[O:16])[CH:10]=[C:11]([F:13])[CH:12]=1.[Cl:19][C:20]1[CH:25]=[CH:24][C:23]([CH:26]([C:32]2[CH:37]=[CH:36][C:35]([Cl:38])=[CH:34][CH:33]=2)[N:27]2[CH2:30][C:29](=[O:31])[CH2:28]2)=[CH:22][CH:21]=1.